From a dataset of Full USPTO retrosynthesis dataset with 1.9M reactions from patents (1976-2016). Predict the reactants needed to synthesize the given product. (1) Given the product [CH3:1][S:2]([N:5]1[CH2:10][CH2:9][CH2:8][C@@H:7]([NH:11][C:12]2[C:17]([C:18]3[N:19]=[C:20]4[CH:26]=[CH:25][NH:24][C:21]4=[N:22][CH:23]=3)=[CH:16][N:15]=[C:14]([N:39]3[CH2:43][CH2:42][C@@H:41]([OH:44])[CH2:40]3)[N:13]=2)[CH2:6]1)(=[O:3])=[O:4], predict the reactants needed to synthesize it. The reactants are: [CH3:1][S:2]([N:5]1[CH2:10][CH2:9][CH2:8][C@H:7]([NH:11][C:12]2[C:17]([C:18]3[N:19]=[C:20]4[CH:26]=[CH:25][N:24](COCC[Si](C)(C)C)[C:21]4=[N:22][CH:23]=3)=[CH:16][N:15]=[C:14](S(C)(=O)=O)[N:13]=2)[CH2:6]1)(=[O:4])=[O:3].[NH:39]1[CH2:43][CH2:42][C@@H:41]([OH:44])[CH2:40]1.CS(C)(=O)=O. (2) Given the product [C:53]([C:55]1[CH:56]=[C:57]2[C:62](=[CH:63][CH:64]=1)[N:61]=[C:60]([C:65]([NH:67][CH2:68][C:69]1[CH:74]=[CH:73][CH:72]=[C:71]([NH:75][C:76]([C:78]3[N:82]=[CH:81][NH:80][N:79]=3)=[O:77])[CH:70]=1)=[O:66])[NH:59][C:58]2=[O:102])#[N:54], predict the reactants needed to synthesize it. The reactants are: C(C1C=C2C(=CC=1)N=C(C(NCC1C=CC=C(NC(=O)CCC3N=CN(C(C4C=CC=CC=4)(C4C=CC=CC=4)C4C=CC=CC=4)N=3)C=1)=O)NC2=O)#N.[C:53]([C:55]1[CH:56]=[C:57]2[C:62](=[CH:63][CH:64]=1)[N:61]=[C:60]([C:65]([NH:67][CH2:68][C:69]1[CH:74]=[CH:73][CH:72]=[C:71]([NH:75][C:76]([C:78]3[N:82]=[CH:81][N:80](C(C4C=CC=CC=4)(C4C=CC=CC=4)C4C=CC=CC=4)[N:79]=3)=[O:77])[CH:70]=1)=[O:66])[NH:59][C:58]2=[O:102])#[N:54]. (3) Given the product [Cl:1][C:2]1[CH:11]=[CH:10][C:5]([C:6]([O:8][CH3:9])=[O:7])=[CH:4][C:3]=1[NH2:12], predict the reactants needed to synthesize it. The reactants are: [Cl:1][C:2]1[CH:11]=[CH:10][C:5]([C:6]([O:8][CH3:9])=[O:7])=[CH:4][C:3]=1[N+:12]([O-])=O. (4) The reactants are: [Br:1][C:2]1[N:7]=[C:6]([CH:8]=O)[CH:5]=[CH:4][CH:3]=1.Cl.[NH2:11][O:12][CH2:13][C:14]([CH3:17])([OH:16])[CH3:15]. Given the product [OH:16][C:14]([CH3:17])([CH3:15])[CH2:13][O:12][N:11]=[CH:8][C:6]1[CH:5]=[CH:4][CH:3]=[C:2]([Br:1])[N:7]=1, predict the reactants needed to synthesize it. (5) Given the product [CH2:23]([O:22][C:20](=[O:21])[CH2:19][CH2:18][CH2:17][CH2:16][CH2:15][CH2:14][N:13]1[C:12]2[C:7]([C:8](=[O:26])[NH:9][C:10](=[O:25])[N:11]=2)=[N:6][C:5]2[CH:27]=[C:28]([CH3:29])[C:2]([NH:30][C@@H:31]3[CH2:35][CH2:34][N:33]([C:36]([O:38][C:39]([CH3:42])([CH3:41])[CH3:40])=[O:37])[CH2:32]3)=[CH:3][C:4]1=2)[CH3:24], predict the reactants needed to synthesize it. The reactants are: Cl[C:2]1[C:28]([CH3:29])=[CH:27][C:5]2[N:6]=[C:7]3[C:12]([N:13]([CH2:14][CH2:15][CH2:16][CH2:17][CH2:18][CH2:19][C:20]([O:22][CH2:23][CH3:24])=[O:21])[C:4]=2[CH:3]=1)=[N:11][C:10](=[O:25])[NH:9][C:8]3=[O:26].[NH2:30][C@@H:31]1[CH2:35][CH2:34][N:33]([C:36]([O:38][C:39]([CH3:42])([CH3:41])[CH3:40])=[O:37])[CH2:32]1. (6) Given the product [CH2:1]([O:3][C:4]([C:6]1[S:26][C:9]2[N:10]=[C:11]([NH2:25])[N:12]=[C:13]([C:14]([C:16]3[CH:24]=[CH:23][C:19]4[O:20][CH2:21][O:22][C:18]=4[CH:17]=3)([OH:15])[CH3:27])[C:8]=2[CH:7]=1)=[O:5])[CH3:2], predict the reactants needed to synthesize it. The reactants are: [CH2:1]([O:3][C:4]([C:6]1[S:26][C:9]2[N:10]=[C:11]([NH2:25])[N:12]=[C:13]([C:14]([C:16]3[CH:24]=[CH:23][C:19]4[O:20][CH2:21][O:22][C:18]=4[CH:17]=3)=[O:15])[C:8]=2[CH:7]=1)=[O:5])[CH3:2].[CH3:27][Mg]Br. (7) Given the product [F:33][C:32]1[CH:31]=[CH:30][C:25]([C:26]([O:28][CH3:29])=[O:27])=[CH:24][C:23]=1[NH:22][C:11]([C:8]1[N:5]2[CH:6]=[CH:7][C:2]([CH3:1])=[CH:3][C:4]2=[N:10][CH:9]=1)=[O:13], predict the reactants needed to synthesize it. The reactants are: [CH3:1][C:2]1[CH:7]=[CH:6][N:5]2[C:8]([C:11]([OH:13])=O)=[CH:9][N:10]=[C:4]2[CH:3]=1.ClCCl.CN(C=O)C.[NH2:22][C:23]1[CH:24]=[C:25]([CH:30]=[CH:31][C:32]=1[F:33])[C:26]([O:28][CH3:29])=[O:27]. (8) Given the product [O:11]=[C:8]1[CH2:7][C:6]2[CH:12]=[C:2]([NH:1][C:35]([C:22]3[N:23]([CH2:27][C:28]4[CH:33]=[CH:32][CH:31]=[C:30]([F:34])[CH:29]=4)[C:24]4[C:20]([CH:21]=3)=[CH:19][C:18]([F:17])=[CH:26][CH:25]=4)=[O:36])[CH:3]=[CH:4][C:5]=2[O:10][NH:9]1, predict the reactants needed to synthesize it. The reactants are: [NH2:1][C:2]1[CH:3]=[CH:4][C:5]2[O:10][NH:9][C:8](=[O:11])[CH2:7][C:6]=2[CH:12]=1.C[Al](C)C.[F:17][C:18]1[CH:19]=[C:20]2[C:24](=[CH:25][CH:26]=1)[N:23]([CH2:27][C:28]1[CH:33]=[CH:32][CH:31]=[C:30]([F:34])[CH:29]=1)[C:22]([C:35](OCC)=[O:36])=[CH:21]2.